This data is from Full USPTO retrosynthesis dataset with 1.9M reactions from patents (1976-2016). The task is: Predict the reactants needed to synthesize the given product. (1) Given the product [CH:20]([N:23]([C:8]([C@H:5]1[CH2:4][CH2:3][C@H:2]([CH3:1])[CH2:7][CH2:6]1)=[O:10])[C:24]1[S:25][C:26]([C:34]2[CH:35]=[CH:36][CH:37]=[CH:38][CH:39]=2)=[CH:27][C:28]=1[C:29]([O:31][CH2:32][CH3:33])=[O:30])([CH3:21])[CH3:22], predict the reactants needed to synthesize it. The reactants are: [CH3:1][C@H:2]1[CH2:7][CH2:6][C@H:5]([C:8]([OH:10])=O)[CH2:4][CH2:3]1.ClCCl.C(Cl)(=O)C(Cl)=O.[CH:20]([NH:23][C:24]1[S:25][C:26]([C:34]2[CH:39]=[CH:38][CH:37]=[CH:36][CH:35]=2)=[CH:27][C:28]=1[C:29]([O:31][CH2:32][CH3:33])=[O:30])([CH3:22])[CH3:21]. (2) Given the product [CH:6]1([CH:7]([CH2:26][N:27]([CH:29]=[O:30])[OH:28])[C:8]([NH:10][CH:11]([C:22]([CH3:24])([CH3:23])[CH3:25])[C:12]([N:14]([CH:15]2[CH2:20][CH2:19][N:18]([C:37](=[O:38])[C:36]3[CH:40]=[CH:41][C:33]([O:32][CH3:31])=[CH:34][CH:35]=3)[CH2:17][CH2:16]2)[CH3:21])=[O:13])=[O:9])[CH2:48][CH2:47][CH2:51][CH2:1]1, predict the reactants needed to synthesize it. The reactants are: [CH:1]1([CH2:6][CH:7]([CH2:26][N:27]([CH:29]=[O:30])[OH:28])[C:8]([NH:10][CH:11]([C:22]([CH3:25])([CH3:24])[CH3:23])[C:12]([N:14]([CH3:21])[CH:15]2[CH2:20][CH2:19][NH:18][CH2:17][CH2:16]2)=[O:13])=[O:9])CCCC1.[CH3:31][O:32][C:33]1[CH:41]=[CH:40][C:36]([C:37](Cl)=[O:38])=[CH:35][CH:34]=1.C(N([CH2:47][CH3:48])CC)C.N.Cl[CH2:51]Cl. (3) Given the product [CH3:32][N:31]1[CH:25]2[CH2:26][CH2:27][CH2:28][CH:29]1[CH2:30][CH:23]([NH:22][C:17]([C:16]1[C:10]3[O:9][C:8]([C:5]4[CH:4]=[CH:3][C:2]([Cl:1])=[CH:7][CH:6]=4)=[N:12][C:11]=3[CH:13]=[CH:14][CH:15]=1)=[O:19])[CH2:24]2, predict the reactants needed to synthesize it. The reactants are: [Cl:1][C:2]1[CH:7]=[CH:6][C:5]([C:8]2[O:9][C:10]3[C:16]([C:17]([OH:19])=O)=[CH:15][CH:14]=[CH:13][C:11]=3[N:12]=2)=[CH:4][CH:3]=1.Cl.Cl.[NH2:22][CH:23]1[CH2:30][CH:29]2[N:31]([CH3:32])[CH:25]([CH2:26][CH2:27][CH2:28]2)[CH2:24]1. (4) The reactants are: [C:1]([N:8]1[CH2:13][CH2:12][C:11](=O)[CH2:10][CH2:9]1)([O:3][C:4]([CH3:7])([CH3:6])[CH3:5])=[O:2].[CH2:15]([NH2:19])[CH:16]([CH3:18])[CH3:17]. Given the product [C:4]([O:3][C:1]([N:8]1[CH2:13][CH2:12][CH:11]([NH:19][CH2:15][CH:16]([CH3:18])[CH3:17])[CH2:10][CH2:9]1)=[O:2])([CH3:7])([CH3:6])[CH3:5], predict the reactants needed to synthesize it. (5) Given the product [F:1][C:2]1[C:3]([C:10]2[CH:19]=[CH:18][C:13]([CH2:14][OH:15])=[CH:12][C:11]=2[C:20]2([CH2:25][O:26][CH3:27])[CH2:21][CH2:22][CH2:23][CH2:24]2)=[CH:4][C:5]([O:8][CH3:9])=[N:6][CH:7]=1, predict the reactants needed to synthesize it. The reactants are: [F:1][C:2]1[C:3]([C:10]2[CH:19]=[CH:18][C:13]([C:14](OC)=[O:15])=[CH:12][C:11]=2[C:20]2([CH2:25][O:26][CH3:27])[CH2:24][CH2:23][CH2:22][CH2:21]2)=[CH:4][C:5]([O:8][CH3:9])=[N:6][CH:7]=1.[H-].[H-].[H-].[H-].[Li+].[Al+3]. (6) Given the product [OH:10][C@@H:9]([C:11]1[C:20]2[C:15](=[CH:16][CH:17]=[C:18]([O:21][CH3:22])[N:19]=2)[N:14]=[CH:13][CH:12]=1)[CH2:8][N:5]1[CH2:6][CH2:7][C@@H:3]([CH2:2][NH:1][CH2:34][C:32]2[CH:31]=[CH:30][C:27]3[S:28][CH2:29][C:24](=[O:23])[NH:25][C:26]=3[N:33]=2)[CH2:4]1, predict the reactants needed to synthesize it. The reactants are: [NH2:1][CH2:2][C@@H:3]1[CH2:7][CH2:6][N:5]([CH2:8][C@H:9]([C:11]2[C:20]3[C:15](=[CH:16][CH:17]=[C:18]([O:21][CH3:22])[N:19]=3)[N:14]=[CH:13][CH:12]=2)[OH:10])[CH2:4]1.[O:23]=[C:24]1[CH2:29][S:28][C:27]2[CH:30]=[CH:31][C:32]([CH:34]=O)=[N:33][C:26]=2[NH:25]1.[BH4-].[Na+]. (7) Given the product [CH2:34]([NH:41][C:12](=[O:13])[CH2:11][CH2:10][O:9][C:8]1[CH:15]=[C:16]([CH3:17])[C:5]([SiH:4]([CH:1]([CH3:2])[CH3:3])[CH:19]([CH3:20])[CH3:21])=[C:6]([CH3:18])[CH:7]=1)[C:35]1[CH:40]=[CH:39][CH:38]=[CH:37][CH:36]=1, predict the reactants needed to synthesize it. The reactants are: [CH:1]([SiH:4]([CH:19]([CH3:21])[CH3:20])[C:5]1[C:16]([CH3:17])=[CH:15][C:8]([O:9][CH2:10][CH2:11][C:12](O)=[O:13])=[CH:7][C:6]=1[CH3:18])([CH3:3])[CH3:2].Cl.CN(C)CCCN=C=NCC.[CH2:34]([NH2:41])[C:35]1[CH:40]=[CH:39][CH:38]=[CH:37][CH:36]=1.